From a dataset of Reaction yield outcomes from USPTO patents with 853,638 reactions. Predict the reaction yield, written as a fraction of the theoretical maximum amount of product (1.0 means a 100% yield; for example, 0.34 means a 34% yield). (1) The reactants are Br[C:2]1[CH:3]=[C:4]([CH2:8][NH2:9])[CH:5]=[CH:6][CH:7]=1.[F:10][C:11]([F:22])([F:21])[C:12]1[CH:17]=[CH:16][C:15](B(O)O)=[CH:14][CH:13]=1.[O-]P([O-])([O-])=O.[K+].[K+].[K+].COCCOC. The catalyst is C1C=CC([P]([Pd]([P](C2C=CC=CC=2)(C2C=CC=CC=2)C2C=CC=CC=2)([P](C2C=CC=CC=2)(C2C=CC=CC=2)C2C=CC=CC=2)[P](C2C=CC=CC=2)(C2C=CC=CC=2)C2C=CC=CC=2)(C2C=CC=CC=2)C2C=CC=CC=2)=CC=1.O. The product is [F:10][C:11]([F:22])([F:21])[C:12]1[CH:17]=[CH:16][C:15]([C:2]2[CH:7]=[CH:6][CH:5]=[C:4]([CH2:8][NH2:9])[CH:3]=2)=[CH:14][CH:13]=1. The yield is 0.850. (2) The reactants are [Cl:1][C:2]1[CH:8]=[CH:7][C:5]([NH2:6])=[CH:4][CH:3]=1.C(N(CC)CC)C.[CH:16]([C:18]1[CH:26]=[CH:25][C:21]([C:22](Cl)=[O:23])=[CH:20][CH:19]=1)=[O:17]. The catalyst is CN(C)C1C=CN=CC=1. The product is [Cl:1][C:2]1[CH:8]=[CH:7][C:5]([NH:6][C:22](=[O:23])[C:21]2[CH:25]=[CH:26][C:18]([CH:16]=[O:17])=[CH:19][CH:20]=2)=[CH:4][CH:3]=1. The yield is 0.680. (3) The reactants are [CH2:1]([N:8]1[CH2:13][CH2:12][C:11](=[N:14][NH:15][C:16](=[S:18])[NH2:17])[CH2:10][CH2:9]1)[C:2]1[CH:7]=[CH:6][CH:5]=[CH:4][CH:3]=1.Br[CH2:20][C:21]([C:23]1[CH:24]=[N:25][CH:26]=[CH:27][CH:28]=1)=O. The yield is 0.820. The catalyst is C1COCC1. The product is [CH2:1]([N:8]1[CH2:13][CH2:12][C:11](=[N:14][NH:15][C:16]2[S:18][CH:20]=[C:21]([C:23]3[CH:24]=[N:25][CH:26]=[CH:27][CH:28]=3)[N:17]=2)[CH2:10][CH2:9]1)[C:2]1[CH:3]=[CH:4][CH:5]=[CH:6][CH:7]=1. (4) The reactants are [NH2:1][C:2]1[N:7]=[CH:6][N:5]=[C:4]2[N:8]([CH:30]3[CH2:35][CH2:34][CH2:33][N:32]([C:36](=[O:40])[CH2:37][C:38]#[N:39])[CH2:31]3)[N:9]=[C:10]([C:11]3[CH:16]=[CH:15][C:14]([NH:17][C:18](=[O:29])[C:19]4[CH:24]=[CH:23][C:22]([C:25]([F:28])([F:27])[F:26])=[CH:21][CH:20]=4)=[CH:13][CH:12]=3)[C:3]=12.[CH3:41][C:42]([CH3:46])([CH3:45])[CH:43]=O.N1CCCCC1. The catalyst is CO. The product is [NH2:1][C:2]1[N:7]=[CH:6][N:5]=[C:4]2[N:8]([CH:30]3[CH2:35][CH2:34][CH2:33][N:32]([C:36](=[O:40])[C:37]([C:38]#[N:39])=[CH:41][C:42]([CH3:46])([CH3:45])[CH3:43])[CH2:31]3)[N:9]=[C:10]([C:11]3[CH:12]=[CH:13][C:14]([NH:17][C:18](=[O:29])[C:19]4[CH:20]=[CH:21][C:22]([C:25]([F:28])([F:27])[F:26])=[CH:23][CH:24]=4)=[CH:15][CH:16]=3)[C:3]=12. The yield is 0.270. (5) The reactants are [F:1][C:2]1[CH:3]=[C:4]([C@@:15]([C:24]2[CH:29]=[CH:28][C:27]([F:30])=[CH:26][CH:25]=2)([NH2:23])[CH2:16][C:17]2[CH:22]=[CH:21][CH:20]=[CH:19][CH:18]=2)[CH:5]=[C:6]([O:8][C:9]([F:14])([F:13])[CH:10]([F:12])[F:11])[CH:7]=1.[C:31]([O:35][C:36]([N:38]1[CH2:42][C@H:41]([F:43])[CH2:40][C@H:39]1[C:44](O)=[O:45])=[O:37])([CH3:34])([CH3:33])[CH3:32].CCN=C=NCCCN(C)C. The catalyst is C(Cl)Cl.CN(C1C=CN=CC=1)C. The product is [F:43][C@H:41]1[CH2:42][N:38]([C:36]([O:35][C:31]([CH3:32])([CH3:33])[CH3:34])=[O:37])[C@H:39]([C:44](=[O:45])[NH:23][C@@:15]([C:4]2[CH:5]=[C:6]([O:8][C:9]([F:14])([F:13])[CH:10]([F:12])[F:11])[CH:7]=[C:2]([F:1])[CH:3]=2)([C:24]2[CH:29]=[CH:28][C:27]([F:30])=[CH:26][CH:25]=2)[CH2:16][C:17]2[CH:22]=[CH:21][CH:20]=[CH:19][CH:18]=2)[CH2:40]1. The yield is 0.640. (6) The reactants are [CH3:1][N:2]1[C:11]2[C:6](=[CH:7][CH:8]=[CH:9][CH:10]=2)[CH:5]([CH2:12][NH2:13])[CH2:4][CH2:3]1.F[C:15]1[CH:23]=[N:22][CH:21]=[CH:20][C:16]=1[C:17]([OH:19])=[O:18]. No catalyst specified. The product is [CH3:1][N:2]1[C:11]2[C:6](=[CH:7][CH:8]=[CH:9][CH:10]=2)[CH:5]([CH2:12][NH:13][C:21]2[CH:20]=[C:16]([C:17]([OH:19])=[O:18])[CH:15]=[CH:23][N:22]=2)[CH2:4][CH2:3]1. The yield is 0.180.